Predict which catalyst facilitates the given reaction. From a dataset of Catalyst prediction with 721,799 reactions and 888 catalyst types from USPTO. (1) Reactant: [Cl-].[Na+].[OH:3][C:4]([C:7]1[CH:12]=[C:11]([C:13]([OH:15])=O)[CH:10]=[C:9]([C:16]2[CH:21]=[CH:20][C:19]([CH3:22])=[CH:18][CH:17]=2)[N:8]=1)([CH3:6])[CH3:5].[N:23]1[N:24]=[C:25]([C@@H:28]([NH2:30])[CH3:29])[NH:26][CH:27]=1.C(N(CC)CC)C.C(Cl)C[Cl:40]. Product: [ClH:40].[OH:3][C:4]([C:7]1[CH:12]=[C:11]([C:13]([NH:30][C@H:28]([C:25]2[NH:26][CH:27]=[N:23][N:24]=2)[CH3:29])=[O:15])[CH:10]=[C:9]([C:16]2[CH:21]=[CH:20][C:19]([CH3:22])=[CH:18][CH:17]=2)[N:8]=1)([CH3:5])[CH3:6]. The catalyst class is: 18. (2) Reactant: Cl.Cl.[CH3:3][C:4]1[CH:9]=[C:8]([CH2:10][NH2:11])[CH:7]=[C:6]([CH3:12])[N:5]=1.CCN(C(C)C)C(C)C.[N:22]1([C:28]([Cl:30])=[O:29])[CH2:27][CH2:26][O:25][CH2:24][CH2:23]1. Product: [ClH:30].[CH3:3][C:4]1[CH:9]=[C:8]([CH2:10][NH:11][C:28]([N:22]2[CH2:27][CH2:26][O:25][CH2:24][CH2:23]2)=[O:29])[CH:7]=[C:6]([CH3:12])[N:5]=1. The catalyst class is: 3. (3) Reactant: [H-].C([Al+]CC(C)C)C(C)C.C([O:13][C:14](=O)/[CH:15]=[C:16](/[C:23]1[CH:28]=[CH:27][C:26]([C:29]#[C:30][CH2:31][N:32]([CH3:34])[CH3:33])=[CH:25][CH:24]=1)\[C:17]1[CH:22]=[CH:21][CH:20]=[CH:19][CH:18]=1)C.[Cl-].[NH4+].ClCCl. Product: [CH3:34][N:32]([CH3:33])[CH2:31][C:30]#[C:29][C:26]1[CH:27]=[CH:28][C:23](/[C:16](/[C:17]2[CH:18]=[CH:19][CH:20]=[CH:21][CH:22]=2)=[CH:15]/[CH2:14][OH:13])=[CH:24][CH:25]=1. The catalyst class is: 7.